The task is: Predict the reaction yield, written as a fraction of the theoretical maximum amount of product (1.0 means a 100% yield; for example, 0.34 means a 34% yield).. This data is from Reaction yield outcomes from USPTO patents with 853,638 reactions. (1) The reactants are C(OC([NH:8][CH2:9][CH2:10][C:11]([N:13]1[CH2:18][CH2:17][N:16]([CH2:19][CH2:20][CH2:21][C:22]([O:24][CH3:25])=[O:23])[CH2:15][CH2:14]1)=[O:12])=O)(C)(C)C.FC(F)(F)C(O)=O. The catalyst is ClCCl. The product is [NH2:8][CH2:9][CH2:10][C:11]([N:13]1[CH2:18][CH2:17][N:16]([CH2:19][CH2:20][CH2:21][C:22]([O:24][CH3:25])=[O:23])[CH2:15][CH2:14]1)=[O:12]. The yield is 0.410. (2) The reactants are [F:1][C:2]([F:18])([C:6]1[CH:11]=[CH:10][C:9]([O:12][C:13]([F:16])([F:15])[F:14])=[C:8]([CH3:17])[CH:7]=1)[C:3]([OH:5])=O.P(Cl)(Cl)(Cl)=O.Cl.[NH2:25][CH2:26][C:27]1[CH:28]=[C:29]2[C:33](=[CH:34][CH:35]=1)[C:32](=[O:36])[N:31]([CH:37]1[CH2:42][CH2:41][C:40](=[O:43])[NH:39][C:38]1=[O:44])[CH2:30]2.C(=O)(O)[O-].[Na+]. The catalyst is N1C=CC=CC=1. The product is [O:44]=[C:38]1[CH:37]([N:31]2[CH2:30][C:29]3[C:33](=[CH:34][CH:35]=[C:27]([CH2:26][NH:25][C:3](=[O:5])[C:2]([F:1])([F:18])[C:6]4[CH:11]=[CH:10][C:9]([O:12][C:13]([F:16])([F:15])[F:14])=[C:8]([CH3:17])[CH:7]=4)[CH:28]=3)[C:32]2=[O:36])[CH2:42][CH2:41][C:40](=[O:43])[NH:39]1. The yield is 0.200. (3) The reactants are [F:1][C:2]1[C:7]([F:8])=[CH:6][CH:5]=[CH:4][C:3]=1[C@@H:9]([NH:11][S@@](C(C)(C)C)=O)[CH3:10].Cl. The catalyst is O1CCOCC1. The product is [F:1][C:2]1[C:7]([F:8])=[CH:6][CH:5]=[CH:4][C:3]=1[C@@H:9]([NH2:11])[CH3:10]. The yield is 0.723. (4) The catalyst is O1CCOCC1. The product is [F:15][CH:16]([F:39])[C:17]1[C:18]([C:19](=[S:2])[NH:21][C:22]2[C:31]3[CH2:30][CH2:29][C:28]([CH3:33])([CH3:32])[CH2:27][C:26]=3[CH:25]=[CH:24][CH:23]=2)=[CH:34][C:35]([CH3:38])=[CH:36][N:37]=1. The yield is 0.910. The reactants are P12(SP3(SP(SP(S3)(S1)=S)(=S)S2)=S)=[S:2].[F:15][CH:16]([F:39])[C:17]1[N:37]=[CH:36][C:35]([CH3:38])=[CH:34][C:18]=1[C:19]([NH:21][C:22]1[C:31]2[CH2:30][CH2:29][C:28]([CH3:33])([CH3:32])[CH2:27][C:26]=2[CH:25]=[CH:24][CH:23]=1)=O. (5) The reactants are CS(O[CH2:6][CH:7]([CH2:12][N:13]1[CH2:18][CH2:17][O:16][CH:15]([C:19]2[CH:24]=[CH:23][CH:22]=[C:21]([C:25]([F:28])([F:27])[F:26])[CH:20]=2)[CH2:14]1)[C:8]([F:11])([F:10])[F:9])(=O)=O.[C-]#N.[Na+].[CH3:32][N:33](C=O)C. The product is [F:9][C:8]([F:11])([F:10])[CH:7]([CH2:12][N:13]1[CH2:18][CH2:17][O:16][CH:15]([C:19]2[CH:24]=[CH:23][CH:22]=[C:21]([C:25]([F:28])([F:27])[F:26])[CH:20]=2)[CH2:14]1)[CH2:6][C:32]#[N:33]. The catalyst is CCOCC. The yield is 0.560. (6) The product is [CH3:1][C:2]1[N:6]([CH2:7][C:8]2[CH:26]=[CH:25][C:11]3/[C:12](=[CH:21]/[C:22]([NH:42][S:39]([CH3:38])(=[O:41])=[O:40])=[O:23])/[C:13]4[CH:20]=[CH:19][CH:18]=[CH:17][C:14]=4[CH2:15][CH2:16][C:10]=3[CH:9]=2)[C:5]2[CH:27]=[C:28]([C:32]3[CH:33]=[CH:34][CH:35]=[CH:36][CH:37]=3)[CH:29]=[C:30]([CH3:31])[C:4]=2[N:3]=1. The reactants are [CH3:1][C:2]1[N:6]([CH2:7][C:8]2[CH:26]=[CH:25][C:11]3/[C:12](=[CH:21]/[C:22](O)=[O:23])/[C:13]4[CH:20]=[CH:19][CH:18]=[CH:17][C:14]=4[CH2:15][CH2:16][C:10]=3[CH:9]=2)[C:5]2[CH:27]=[C:28]([C:32]3[CH:37]=[CH:36][CH:35]=[CH:34][CH:33]=3)[CH:29]=[C:30]([CH3:31])[C:4]=2[N:3]=1.[CH3:38][S:39]([NH2:42])(=[O:41])=[O:40].C1CCN2C(=NCCC2)CC1.C(O)(=O)CC(CC(O)=O)(C(O)=O)O. The yield is 0.550. The catalyst is CN(C=O)C. (7) The reactants are [NH:1]1[C:5]2[CH:6]=[CH:7][C:8]([C:10]([N:12]3[C@@H:21]4[C@@H:16]([C:17]5[CH:25]=[CH:24][C:23]([C:26](O)=[O:27])=[CH:22][C:18]=5[CH2:19][CH2:20]4)[CH2:15][CH2:14][CH2:13]3)=[O:11])=[CH:9][C:4]=2[N:3]=[CH:2]1.[NH:29]1[CH2:34][CH2:33][O:32][CH2:31][CH2:30]1. No catalyst specified. The product is [NH:1]1[C:5]2[CH:6]=[CH:7][C:8]([C:10]([N:12]3[C@@H:21]4[C@@H:16]([C:17]5[CH:25]=[CH:24][C:23]([C:26]([N:29]6[CH2:34][CH2:33][O:32][CH2:31][CH2:30]6)=[O:27])=[CH:22][C:18]=5[CH2:19][CH2:20]4)[CH2:15][CH2:14][CH2:13]3)=[O:11])=[CH:9][C:4]=2[N:3]=[CH:2]1. The yield is 0.630.